Dataset: Forward reaction prediction with 1.9M reactions from USPTO patents (1976-2016). Task: Predict the product of the given reaction. Given the reactants [CH3:1][N:2]([CH3:7])[S:3]([NH2:6])(=[O:5])=[O:4].Cl.CN(C)CCCN=C=NCC.[CH3:20][O:21][C:22]1[CH:27]=[CH:26][C:25]([C:28]2[CH:33]=[CH:32][C:31]([O:34][CH2:35][C:36]3[CH:37]=[C:38]([C:42](O)=[O:43])[O:39][C:40]=3[CH3:41])=[CH:30][CH:29]=2)=[CH:24][CH:23]=1, predict the reaction product. The product is: [CH3:20][O:21][C:22]1[CH:23]=[CH:24][C:25]([C:28]2[CH:29]=[CH:30][C:31]([O:34][CH2:35][C:36]3[CH:37]=[C:38]([C:42]([NH:6][S:3]([N:2]([CH3:7])[CH3:1])(=[O:5])=[O:4])=[O:43])[O:39][C:40]=3[CH3:41])=[CH:32][CH:33]=2)=[CH:26][CH:27]=1.